The task is: Binary Classification. Given a drug SMILES string, predict its activity (active/inactive) in a high-throughput screening assay against a specified biological target.. This data is from KCNQ2 potassium channel screen with 302,405 compounds. (1) The molecule is S(c1c(NC(=O)c2c(onc2C)C)cccc1)C. The result is 0 (inactive). (2) The compound is O(CC(=O)N1CCN(CC1)c1ccccc1)c1c2c(oc(=O)cc2C)cc(c1)C. The result is 0 (inactive). (3) The molecule is O(CCCC(=O)n1nnc2c1cccc2)c1ccc(cc1)C(=O)C. The result is 0 (inactive). (4) The drug is Clc1cc(NC=2SCC(/NN2)=C2\N=C(C(=C2C)C(OCC)=O)C)ccc1. The result is 0 (inactive).